Dataset: Forward reaction prediction with 1.9M reactions from USPTO patents (1976-2016). Task: Predict the product of the given reaction. (1) Given the reactants Cl[C:2]1[NH:3][C:4](=[O:12])[C:5]2[CH:10]=[CH:9][N:8]([CH3:11])[C:6]=2[N:7]=1.[F:13][C:14]([F:25])([F:24])[C:15]1[N:20]=[CH:19][C:18](B(O)O)=[CH:17][CH:16]=1.ClCCl.C(=O)([O-])[O-].[Na+].[Na+], predict the reaction product. The product is: [CH3:11][N:8]1[C:6]2[N:7]=[C:2]([C:18]3[CH:19]=[N:20][C:15]([C:14]([F:25])([F:24])[F:13])=[CH:16][CH:17]=3)[NH:3][C:4](=[O:12])[C:5]=2[CH:10]=[CH:9]1. (2) Given the reactants [CH3:1][C:2]1[C:3]([CH2:12][N:13]2[CH2:18][CH2:17][CH2:16][CH2:15][CH:14]2[C:19]2[CH:20]=[C:21]([CH:26]=[CH:27][CH:28]=2)[C:22]([O:24]C)=O)=[C:4]2[C:8](=[C:9]([CH3:11])[CH:10]=1)[NH:7][CH:6]=[CH:5]2.[Cl-].[Cl-].[Ca+2].[NH4+:32].[OH-], predict the reaction product. The product is: [CH3:1][C:2]1[C:3]([CH2:12][N:13]2[CH2:18][CH2:17][CH2:16][CH2:15][CH:14]2[C:19]2[CH:20]=[C:21]([CH:26]=[CH:27][CH:28]=2)[C:22]([NH2:32])=[O:24])=[C:4]2[C:8](=[C:9]([CH3:11])[CH:10]=1)[NH:7][CH:6]=[CH:5]2. (3) Given the reactants [CH2:1]([SH:8])[C:2]1[CH:7]=[CH:6][CH:5]=[CH:4][CH:3]=1.C[Si](C)(C)[N-][Si](C)(C)C.[Li+].F[C:20]1[CH:25]=[CH:24][CH:23]=[C:22]([O:26][CH3:27])[C:21]=1[C:28](=[O:30])[CH3:29].O, predict the reaction product. The product is: [CH2:1]([S:8][C:20]1[CH:25]=[CH:24][CH:23]=[C:22]([O:26][CH3:27])[C:21]=1[C:28](=[O:30])[CH3:29])[C:2]1[CH:7]=[CH:6][CH:5]=[CH:4][CH:3]=1. (4) Given the reactants Br[C:2]1[CH:3]=[C:4]([CH:9]2[O:13][CH2:12][CH2:11][O:10]2)[CH:5]=[C:6]([CH3:8])[CH:7]=1.[CH2:14]([OH:17])[C:15]#[CH:16].N1CCCC1, predict the reaction product. The product is: [O:10]1[CH2:11][CH2:12][O:13][CH:9]1[C:4]1[CH:3]=[C:2]([C:16]#[C:15][CH2:14][OH:17])[CH:7]=[C:6]([CH3:8])[CH:5]=1. (5) Given the reactants [NH:1]1[CH2:4][CH:3]([C:5]([N:7]2[CH2:13][CH2:12][CH2:11][N:10]([CH:14]3[CH2:17][CH2:16][CH2:15]3)[CH2:9][CH2:8]2)=[O:6])[CH2:2]1.[CH2:18]1[CH2:23][CH2:22][CH:21]([CH2:24][N:25]=[C:26]=[O:27])[CH2:20][CH2:19]1, predict the reaction product. The product is: [NH3:1].[CH:14]1([N:10]2[CH2:11][CH2:12][CH2:13][N:7]([C:5]([CH:3]3[CH2:2][N:1]([C:26]([NH:25][CH2:24][CH:21]4[CH2:22][CH2:23][CH2:18][CH2:19][CH2:20]4)=[O:27])[CH2:4]3)=[O:6])[CH2:8][CH2:9]2)[CH2:17][CH2:16][CH2:15]1. (6) Given the reactants Br[CH2:2][C:3]([N:5]([C:7]1[CH:12]=[CH:11][C:10]([N+:13]([O-:15])=[O:14])=[CH:9][CH:8]=1)[CH3:6])=[O:4].C(=O)([O-])[O-].[K+].[K+].[NH:22]1[CH2:27][CH2:26][CH2:25][CH2:24][CH2:23]1, predict the reaction product. The product is: [N:22]1([CH2:2][C:3]([N:5]([C:7]2[CH:12]=[CH:11][C:10]([N+:13]([O-:15])=[O:14])=[CH:9][CH:8]=2)[CH3:6])=[O:4])[CH2:27][CH2:26][CH2:25][CH2:24][CH2:23]1. (7) Given the reactants [C:1]([C@@H:5]1[CH2:10][CH2:9][C@H:8]([NH:11][C:12]([C:14]2[N:18]([CH2:19][C:20]3[CH:28]=[CH:27][C:23]([C:24](O)=[O:25])=[CH:22][N:21]=3)[N:17]=[C:16]([C:29]3[CH:34]=[CH:33][C:32]([Cl:35])=[C:31]([Cl:36])[CH:30]=3)[CH:15]=2)=[O:13])[CH2:7][CH2:6]1)([CH3:4])([CH3:3])[CH3:2].C1C=NC2N(O)N=NC=2C=1.C([O:51][C:52](=[O:56])[CH2:53][CH2:54][NH2:55])(C)(C)C.CCN(C(C)C)C(C)C.C(Cl)CCl.C(O)(C(F)(F)F)=O, predict the reaction product. The product is: [C:1]([C@@H:5]1[CH2:6][CH2:7][C@H:8]([NH:11][C:12]([C:14]2[N:18]([CH2:19][C:20]3[N:21]=[CH:22][C:23]([C:24]([NH:55][CH2:54][CH2:53][C:52]([OH:51])=[O:56])=[O:25])=[CH:27][CH:28]=3)[N:17]=[C:16]([C:29]3[CH:34]=[CH:33][C:32]([Cl:35])=[C:31]([Cl:36])[CH:30]=3)[CH:15]=2)=[O:13])[CH2:9][CH2:10]1)([CH3:4])([CH3:2])[CH3:3]. (8) The product is: [CH2:1]([N:8]1[CH2:13][CH2:12][CH2:11][C@@H:10]([N:14]2[CH2:15][CH2:16][C:17]3[C:18](=[CH:19][CH:20]=[C:21]([O:23][CH3:24])[CH:22]=3)[C:26]2=[O:27])[CH2:9]1)[C:2]1[CH:7]=[CH:6][CH:5]=[CH:4][CH:3]=1. Given the reactants [CH2:1]([N:8]1[CH2:13][CH2:12][CH2:11][C@@H:10]([NH:14][CH2:15][CH2:16][C:17]2[CH:22]=[C:21]([O:23][CH3:24])[CH:20]=[CH:19][C:18]=2I)[CH2:9]1)[C:2]1[CH:7]=[CH:6][CH:5]=[CH:4][CH:3]=1.[CH3:26][OH:27], predict the reaction product. (9) Given the reactants [Cl:1][C:2]1[CH:7]=[C:6]([S:8][C:9]([F:12])([F:11])[F:10])[CH:5]=[C:4]([Cl:13])[C:3]=1[NH:14][C:15]1[C:24]2[CH:25]=[CH:26][N:27]=[C:28]([O:29]C)[C:23]=2[C:22]2[C:17](=[CH:18][CH:19]=[N:20][CH:21]=2)[N:16]=1.ClC1C=C(SC(F)(F)F)C=C(Cl)C=1NC1C2C=CN=C(OCC)C=2C2C(=CC=NC=2)N=1.B(Br)(Br)Br, predict the reaction product. The product is: [Cl:13][C:4]1[CH:5]=[C:6]([S:8][C:9]([F:10])([F:11])[F:12])[CH:7]=[C:2]([Cl:1])[C:3]=1[NH:14][C:15]1[C:24]2[CH:25]=[CH:26][NH:27][C:28](=[O:29])[C:23]=2[C:22]2[C:17](=[CH:18][CH:19]=[N:20][CH:21]=2)[N:16]=1.